Dataset: Forward reaction prediction with 1.9M reactions from USPTO patents (1976-2016). Task: Predict the product of the given reaction. (1) The product is: [C:1]([O:5][C:6]([C@H:7]1[C@H:19]([C:15]2[CH:16]=[CH:17][CH:18]=[C:13]([Cl:12])[C:14]=2[F:31])[C@:20]([C:23]2[CH:28]=[CH:27][C:39]([Cl:41])=[CH:25][C:24]=2[F:30])([C:21]#[N:22])[C@@H:9]([CH3:10])[NH:8]1)=[O:11])([CH3:4])([CH3:3])[CH3:2]. Given the reactants [C:1]([O:5][C:6](=[O:11])[CH2:7]/[N:8]=[CH:9]/[CH3:10])([CH3:4])([CH3:3])[CH3:2].[Cl:12][C:13]1[C:14]([F:31])=[C:15](/[CH:19]=[C:20](/[C:23]2[CH:28]=[CH:27]C(Cl)=[CH:25][C:24]=2[F:30])\[C:21]#[N:22])[CH:16]=[CH:17][CH:18]=1.C(N(CC)CC)C.[CH2:39]([Cl:41])Cl, predict the reaction product. (2) Given the reactants S(=O)(=O)(O)O.[N+:6]([O-:9])(O)=[O:7].[Cl:10][C:11]1[CH:16]=[C:15]([CH3:17])[CH:14]=[CH:13][C:12]=1[CH3:18], predict the reaction product. The product is: [Cl:10][C:11]1[CH:16]=[C:15]([CH3:17])[C:14]([N+:6]([O-:9])=[O:7])=[CH:13][C:12]=1[CH3:18]. (3) Given the reactants C(O[C:5](=[O:7])[CH3:6])(=O)C.[NH2:8][C:9](=[N:30]O)[C:10]1[CH:15]=[CH:14][N:13]=[C:12]([N:16]2[CH2:21][CH2:20][N:19]([C:22](=[O:29])[CH2:23][CH2:24][C:25]([CH3:28])([CH3:27])[CH3:26])[CH2:18][CH2:17]2)[CH:11]=1, predict the reaction product. The product is: [CH3:26][C:25]([CH3:28])([CH3:27])[CH2:24][CH2:23][C:22]([N:19]1[CH2:20][CH2:21][N:16]([C:12]2[CH:11]=[C:10]([C:9]3[N:30]=[C:5]([CH3:6])[O:7][N:8]=3)[CH:15]=[CH:14][N:13]=2)[CH2:17][CH2:18]1)=[O:29]. (4) Given the reactants S(Cl)(Cl)=O.[CH2:5]([O:12][CH2:13][CH:14]([NH:31][C:32](=[O:44])[CH2:33][CH2:34][CH2:35][CH2:36][NH:37][C:38]1[CH:43]=[CH:42][CH:41]=[CH:40][N:39]=1)[C:15]([NH:17][CH:18]([C:23]1[CH:28]=[C:27]([Cl:29])[CH:26]=[C:25]([Br:30])[CH:24]=1)[CH2:19][C:20]([OH:22])=[O:21])=[O:16])[C:6]1[CH:11]=[CH:10][CH:9]=[CH:8][CH:7]=1.[CH3:45]O, predict the reaction product. The product is: [CH2:5]([O:12][CH2:13][CH:14]([NH:31][C:32](=[O:44])[CH2:33][CH2:34][CH2:35][CH2:36][NH:37][C:38]1[CH:43]=[CH:42][CH:41]=[CH:40][N:39]=1)[C:15]([NH:17][CH:18]([C:23]1[CH:28]=[C:27]([Cl:29])[CH:26]=[C:25]([Br:30])[CH:24]=1)[CH2:19][C:20]([O:22][CH3:45])=[O:21])=[O:16])[C:6]1[CH:7]=[CH:8][CH:9]=[CH:10][CH:11]=1. (5) Given the reactants Cl[CH2:2][CH2:3][CH2:4][CH2:5][CH2:6][CH2:7][CH2:8][CH3:9].[Cl:10][SiH:11]([Cl:13])[Cl:12], predict the reaction product. The product is: [CH2:2]([Si:11]([Cl:13])([Cl:12])[Cl:10])[CH2:3][CH2:4][CH2:5][CH2:6][CH2:7][CH2:8][CH3:9]. (6) Given the reactants [NH2:1][NH2:2].[NH2:3]/[C:4](/C(Cl)(Cl)Cl)=[C:5](/[C:11]#[N:12])\[C:6]([O:8][CH2:9][CH3:10])=[O:7], predict the reaction product. The product is: [NH2:3][C:4]1[C:5]([C:6]([O:8][CH2:9][CH3:10])=[O:7])=[C:11]([NH2:12])[NH:2][N:1]=1. (7) Given the reactants [Br:1][C:2]1[CH:7]=[CH:6][C:5]([N:8]2[C:16]([C:17]([NH:19][CH3:20])=[O:18])=[C:15]3[C:10]([CH:11]=[C:12]([N+:24]([O-])=O)[C:13]([CH:21]4[CH2:23][CH2:22]4)=[CH:14]3)=[N:9]2)=[CH:4][CH:3]=1.[Cl-].[NH4+].CO, predict the reaction product. The product is: [NH2:24][C:12]1[C:13]([CH:21]2[CH2:23][CH2:22]2)=[CH:14][C:15]2[C:10]([CH:11]=1)=[N:9][N:8]([C:5]1[CH:4]=[CH:3][C:2]([Br:1])=[CH:7][CH:6]=1)[C:16]=2[C:17]([NH:19][CH3:20])=[O:18]. (8) Given the reactants [CH3:1][O:2][C:3]([C@@H:5]1[CH2:14][C:13]2[C:8](=[CH:9][C:10]([OH:15])=[CH:11][CH:12]=2)[CH2:7][N:6]1[C:16]([O:18][C:19]([CH3:22])([CH3:21])[CH3:20])=[O:17])=[O:4].[CH:23]([C:26]1[N:30]=[C:29]([N:31]2[CH2:36][CH2:35][CH:34]([C@H:37]([CH3:41])[CH2:38][CH2:39]O)[CH2:33][CH2:32]2)[O:28][N:27]=1)([CH3:25])[CH3:24], predict the reaction product. The product is: [CH3:1][O:2][C:3]([C@@H:5]1[CH2:14][C:13]2[C:8](=[CH:9][C:10]([O:15][CH2:39][CH2:38][C@H:37]([CH:34]3[CH2:35][CH2:36][N:31]([C:29]4[O:28][N:27]=[C:26]([CH:23]([CH3:24])[CH3:25])[N:30]=4)[CH2:32][CH2:33]3)[CH3:41])=[CH:11][CH:12]=2)[CH2:7][N:6]1[C:16]([O:18][C:19]([CH3:22])([CH3:21])[CH3:20])=[O:17])=[O:4].